This data is from Forward reaction prediction with 1.9M reactions from USPTO patents (1976-2016). The task is: Predict the product of the given reaction. (1) Given the reactants [F:1][C:2]1[CH:7]=[CH:6][C:5]([C:8]2[C:19](=[O:20])[N:18]([CH:21]([CH3:23])[CH3:22])[C:11]3[N:12]=[C:13](SC)[N:14]=[CH:15][C:10]=3[CH:9]=2)=[CH:4][C:3]=1[N+:24]([O-:26])=[O:25].C1C=C(Cl)C=C(C(OO)=O)C=1.[NH3:38], predict the reaction product. The product is: [NH2:38][C:13]1[N:14]=[CH:15][C:10]2[CH:9]=[C:8]([C:5]3[CH:6]=[CH:7][C:2]([F:1])=[C:3]([N+:24]([O-:26])=[O:25])[CH:4]=3)[C:19](=[O:20])[N:18]([CH:21]([CH3:23])[CH3:22])[C:11]=2[N:12]=1. (2) The product is: [C:1]([NH:4][C:5]1[N:6]=[CH:7][C:8]2[S:13][C:12](=[O:14])[N:11]([C@@H:15]3[O:27][C@H:26]([CH2:28][O:29][C:30](=[O:32])[CH3:31])[C@@H:21]([O:22][C:23](=[O:25])[CH3:24])[C@H:16]3[O:17][C:18](=[O:20])[CH3:19])[C:9]=2[N:10]=1)(=[O:3])[CH3:2]. Given the reactants [C:1]([NH:4][C:5]1[N:6]=[C:7](Cl)[C:8]2[S:13][C:12](=[O:14])[N:11]([C@@H:15]3[O:27][C@H:26]([CH2:28][O:29][C:30](=[O:32])[CH3:31])[C@@H:21]([O:22][C:23](=[O:25])[CH3:24])[C@H:16]3[O:17][C:18](=[O:20])[CH3:19])[C:9]=2[N:10]=1)(=[O:3])[CH3:2].C([O-])(=O)C.[Na+], predict the reaction product. (3) Given the reactants Br[CH2:2][C:3]1[CH:27]=[CH:26][C:6]([CH2:7][N:8]2[C:12]3[CH:13]=[CH:14][CH:15]=[CH:16][C:11]=3[N:10]([C:17]3[CH:22]=[CH:21][CH:20]=[CH:19][C:18]=3[F:23])[S:9]2(=[O:25])=[O:24])=[CH:5][CH:4]=1.[CH3:28][NH:29][CH3:30], predict the reaction product. The product is: [F:23][C:18]1[CH:19]=[CH:20][CH:21]=[CH:22][C:17]=1[N:10]1[C:11]2[CH:16]=[CH:15][CH:14]=[CH:13][C:12]=2[N:8]([CH2:7][C:6]2[CH:26]=[CH:27][C:3]([CH2:2][N:29]([CH3:30])[CH3:28])=[CH:4][CH:5]=2)[S:9]1(=[O:24])=[O:25]. (4) Given the reactants [CH3:1][C@H:2]1[CH2:7][C@@H:6]([OH:8])[C@H:5]([C:9]([CH3:11])=[CH2:10])[CH2:4][CH2:3]1.CC(=CCCC(CC=O)C)C.CC(=CCCC(CCO)C)C, predict the reaction product. The product is: [CH:2]1([CH3:1])[CH2:3][CH2:4][CH:5]([CH:9]([CH3:10])[CH3:11])[CH:6]([OH:8])[CH2:7]1. (5) Given the reactants [O:1]=[O+][O-].[CH2:4]([CH:7]1[C:53]2[C:48](=[CH:49][C:50]([CH2:55][C:56]3[CH:61]=[CH:60][C:59]([CH2:62][CH3:63])=[CH:58][CH:57]=3)=C(Cl)[CH:52]=2)[C@:9]2([C@H:14]([O:15]CC3C=CC=CC=3)[C@@H:13]([O:23]CC3C=CC=CC=3)[C@H:12]([O:31]CC3C=CC=CC=3)[C@@H:11]([CH2:39][O:40]CC3C=CC=CC=3)[O:10]2)[CH2:8]1)[CH:5]=C.C1C=CC(P(C2C=CC=CC=2)C2C=CC=CC=2)=CC=1.[BH4-].[Na+].[CH2:85]([Cl:87])Cl, predict the reaction product. The product is: [Cl:87][C:85]1[CH:52]=[C:53]2[C:48](=[CH:49][C:50]=1[CH2:55][C:56]1[CH:57]=[CH:58][C:59]([CH2:62][CH3:63])=[CH:60][CH:61]=1)[C@:9]1([C@H:14]([OH:15])[C@@H:13]([OH:23])[C@H:12]([OH:31])[C@@H:11]([CH2:39][OH:40])[O:10]1)[CH2:8][CH:7]2[CH2:4][CH2:5][OH:1]. (6) The product is: [C@@H:23]12[CH2:24][N:18]([CH2:17][CH2:16][CH2:15][CH2:14][N:3]3[C:4]4[CH:13]=[CH:12][CH:11]=[CH:10][C:5]=4[C:6](=[O:9])[CH2:7][CH2:8][C:2]3=[O:1])[C@H:19]1[CH2:20][NH:21][CH2:22]2. Given the reactants [O:1]=[C:2]1[CH2:8][CH2:7][C:6](=[O:9])[C:5]2[CH:10]=[CH:11][CH:12]=[CH:13][C:4]=2[N:3]1[CH2:14][CH2:15][CH2:16][CH2:17][N:18]1[CH2:24][C@H:23]2[C@@H:19]1[CH2:20][N:21](C(OCC1C=CC=CC=1)=O)[CH2:22]2.[H][H], predict the reaction product. (7) The product is: [C:27]([O:26][C:24](=[O:25])[N:17]([CH:18]1[CH2:19][CH2:20]1)[C@@H:14]1[CH2:15][CH2:16][NH:11][CH2:12][C@@H:13]1[F:21])([CH3:30])([CH3:29])[CH3:28]. Given the reactants C(OC([N:11]1[CH2:16][CH2:15][C@@H:14]([NH:17][CH:18]2[CH2:20][CH2:19]2)[C@@H:13]([F:21])[CH2:12]1)=O)C1C=CC=CC=1.[OH-].[Na+].[C:24](O[C:24]([O:26][C:27]([CH3:30])([CH3:29])[CH3:28])=[O:25])([O:26][C:27]([CH3:30])([CH3:29])[CH3:28])=[O:25], predict the reaction product.